This data is from Full USPTO retrosynthesis dataset with 1.9M reactions from patents (1976-2016). The task is: Predict the reactants needed to synthesize the given product. (1) Given the product [Br:1][C:2]1[N:6]=[C:5](/[CH:7]=[CH:21]/[C:19]2[N:20]=[C:16]3[N:17]([C:12]([CH3:11])=[N:13][CH:14]=[C:15]3[CH3:41])[N:18]=2)[N:4]([CH3:9])[N:3]=1, predict the reactants needed to synthesize it. The reactants are: [Br:1][C:2]1[N:6]=[C:5]([CH:7]=O)[N:4]([CH3:9])[N:3]=1.[Cl-].[CH3:11][C:12]1[N:17]2[N:18]=[C:19]([CH2:21][P+](C3C=CC=CC=3)(C3C=CC=CC=3)C3C=CC=CC=3)[N:20]=[C:16]2[C:15]([CH3:41])=[CH:14][N:13]=1.C1CCN2C(=NCCC2)CC1. (2) Given the product [F:26][C:27]1[CH:36]=[CH:35][C:30]([C:31]2[N:19]=[C:18]([CH:15]3[CH2:14][CH2:13][N:12]([S:9]([C:6]4[CH:7]=[CH:8][C:3]([O:2][CH3:1])=[CH:4][CH:5]=4)(=[O:11])=[O:10])[CH2:17][CH2:16]3)[S:20][CH:32]=2)=[CH:29][CH:28]=1, predict the reactants needed to synthesize it. The reactants are: [CH3:1][O:2][C:3]1[CH:8]=[CH:7][C:6]([S:9]([N:12]2[CH2:17][CH2:16][CH:15]([C:18](=[S:20])[NH2:19])[CH2:14][CH2:13]2)(=[O:11])=[O:10])=[CH:5][CH:4]=1.C([O-])(O)=O.[Na+].[F:26][C:27]1[CH:36]=[CH:35][C:30]([C:31](=O)[CH2:32]Br)=[CH:29][CH:28]=1.CCCCCC.CCOC(C)=O. (3) The reactants are: [CH3:1][O:2][C:3]([C:5]1[C:6]([OH:30])=[C:7]2[C:12](=[CH:13][N:14]=1)[N:11]([C@H:15]([C:17]1[CH:22]=[CH:21][CH:20]=[CH:19][CH:18]=1)[CH3:16])[C:10](=[O:23])[C:9]([C:24]1[CH:29]=[CH:28][CH:27]=[CH:26][CH:25]=1)=[CH:8]2)=[O:4].[Br:31]N1C(=O)CCC1=O. Given the product [CH3:1][O:2][C:3]([C:5]1[C:6]([OH:30])=[C:7]2[C:12](=[C:13]([Br:31])[N:14]=1)[N:11]([C@H:15]([C:17]1[CH:18]=[CH:19][CH:20]=[CH:21][CH:22]=1)[CH3:16])[C:10](=[O:23])[C:9]([C:24]1[CH:25]=[CH:26][CH:27]=[CH:28][CH:29]=1)=[CH:8]2)=[O:4], predict the reactants needed to synthesize it.